Task: Predict the product of the given reaction.. Dataset: Forward reaction prediction with 1.9M reactions from USPTO patents (1976-2016) (1) Given the reactants C([O:8][C:9]1[CH:36]=[C:35]([NH:37][CH3:38])[CH:34]=[CH:33][C:10]=1[C:11]([NH:13][C:14]1[CH:26]=[C:25]([C:27]2[CH:32]=[CH:31][CH:30]=[CH:29][CH:28]=2)[CH:24]=[CH:23][C:15]=1[C:16]([O:18][C:19]([CH3:22])([CH3:21])[CH3:20])=[O:17])=[O:12])C1C=CC=CC=1.O1CCOCC1, predict the reaction product. The product is: [OH:8][C:9]1[CH:36]=[C:35]([NH:37][CH3:38])[CH:34]=[CH:33][C:10]=1[C:11]([NH:13][C:14]1[CH:26]=[C:25]([C:27]2[CH:28]=[CH:29][CH:30]=[CH:31][CH:32]=2)[CH:24]=[CH:23][C:15]=1[C:16]([O:18][C:19]([CH3:22])([CH3:21])[CH3:20])=[O:17])=[O:12]. (2) Given the reactants I[C:2]1[CH:3]=[N:4][C:5]2[C:10]([CH:11]=1)=[CH:9][CH:8]=[CH:7][CH:6]=2.[F-:12].[K+].Cl[C:15]([F:21])([F:20])C(OC)=O.O, predict the reaction product. The product is: [F:20][C:15]([F:21])([F:12])[C:2]1[CH:3]=[N:4][C:5]2[C:10]([CH:11]=1)=[CH:9][CH:8]=[CH:7][CH:6]=2. (3) Given the reactants [CH3:1][C:2]1[C:6]2[C:7](=[O:19])[N:8]([CH2:11][CH2:12][N:13]3[CH2:18][CH2:17][O:16][CH2:15][CH2:14]3)[CH2:9][CH2:10][C:5]=2[NH:4][C:3]=1[CH:20]=O.[F:22][C:23]1[CH:24]=[C:25]2[C:29](=[CH:30][C:31]=1[NH:32][C:33](=[O:35])[CH3:34])[NH:28][C:27](=[O:36])[CH2:26]2, predict the reaction product. The product is: [F:22][C:23]1[CH:24]=[C:25]2[C:29](=[CH:30][C:31]=1[NH:32][C:33](=[O:35])[CH3:34])[NH:28][C:27](=[O:36])[C:26]2=[CH:20][C:3]1[NH:4][C:5]2[CH2:10][CH2:9][N:8]([CH2:11][CH2:12][N:13]3[CH2:14][CH2:15][O:16][CH2:17][CH2:18]3)[C:7](=[O:19])[C:6]=2[C:2]=1[CH3:1]. (4) Given the reactants [NH2:1][C:2]([NH2:4])=[O:3].N[C:6]1[CH:7]=[C:8]([CH:14]=[CH:15][CH:16]=1)[C:9]([O:11][CH2:12][CH3:13])=[O:10].[CH3:17][S:18][C:19]1[CH:20]=[C:21]2[C:25](=[CH:26][C:27]=1[C:28]([F:31])([F:30])[F:29])N[CH2:23][CH2:22]2.C(C1NC=CN=1)(C1NC=CN=1)=O, predict the reaction product. The product is: [CH3:17][S:18][C:19]1[CH:20]=[C:21]2[C:25](=[CH:26][C:27]=1[C:28]([F:29])([F:31])[F:30])[N:1]([C:2](=[O:3])[NH:4][C:15]1[CH:16]=[CH:6][CH:7]=[C:8]([C:9]([O:11][CH2:12][CH3:13])=[O:10])[CH:14]=1)[CH2:23][CH2:22]2. (5) Given the reactants Cl[C:2]1[CH:7]=[C:6]([Cl:8])[N:5]=[N:4][C:3]=1[C:9]([O:11][CH3:12])=[O:10].[CH3:13][S:14]([C:17]1[CH:18]=[CH:19][C:20]([NH2:23])=[N:21][CH:22]=1)(=[O:16])=[O:15].CC1(C)C2C(=C(P(C3C=CC=CC=3)C3C=CC=CC=3)C=CC=2)OC2C(P(C3C=CC=CC=3)C3C=CC=CC=3)=CC=CC1=2.C(=O)([O-])[O-].[Cs+].[Cs+], predict the reaction product. The product is: [Cl:8][C:6]1[N:5]=[N:4][C:3]([C:9]([O:11][CH3:12])=[O:10])=[C:2]([NH:23][C:20]2[CH:19]=[CH:18][C:17]([S:14]([CH3:13])(=[O:16])=[O:15])=[CH:22][N:21]=2)[CH:7]=1. (6) Given the reactants [CH:1]([N:4]1[C:8]([C:9]2[CH:14]=[CH:13][N:12]=[C:11]([NH:15][C:16]3[CH:21]=[CH:20][C:19](SC)=[C:18]([CH3:24])[N:17]=3)[N:10]=2)=[CH:7][N:6]=[C:5]1[CH3:25])([CH3:3])[CH3:2].[S:26]([O-:31])(O[O-])(=O)=[O:27].[K+].[K+].S(=O)(O)[O-].[Na+].[CH3:39]O, predict the reaction product. The product is: [CH:1]([N:4]1[C:8]([C:9]2[CH:14]=[CH:13][N:12]=[C:11]([NH:15][C:16]3[CH:21]=[CH:20][C:19]([S:26]([CH3:39])(=[O:31])=[O:27])=[C:18]([CH3:24])[N:17]=3)[N:10]=2)=[CH:7][N:6]=[C:5]1[CH3:25])([CH3:2])[CH3:3].